From a dataset of Full USPTO retrosynthesis dataset with 1.9M reactions from patents (1976-2016). Predict the reactants needed to synthesize the given product. The reactants are: [Cl:1][C:2]1[CH:7]=[CH:6][C:5]([CH2:8][CH2:9][C@:10]2([CH2:27][N:28]3[CH:32]=[CH:31][N:30]=[CH:29]3)[O:14][C@H:13]([CH2:15]OS(C3C=CC(C)=CC=3)(=O)=O)[CH2:12][O:11]2)=[CH:4][CH:3]=1.[N-:33]=[N+:34]=[N-:35].[Na+]. Given the product [N:33]([CH2:15][CH:13]1[CH2:12][O:11][C:10]([CH2:27][N:28]2[CH:32]=[CH:31][N:30]=[CH:29]2)([CH2:9][CH2:8][C:5]2[CH:6]=[CH:7][C:2]([Cl:1])=[CH:3][CH:4]=2)[O:14]1)=[N+:34]=[N-:35], predict the reactants needed to synthesize it.